This data is from Reaction yield outcomes from USPTO patents with 853,638 reactions. The task is: Predict the reaction yield, written as a fraction of the theoretical maximum amount of product (1.0 means a 100% yield; for example, 0.34 means a 34% yield). (1) The reactants are [CH3:1][C:2]1[CH:3]=[C:4]([C:19]2[S:23][C:22]([C:24]3[CH2:29][CH2:28][CH:27]([C:30]([O:32][CH2:33][CH3:34])=[O:31])[CH2:26][CH:25]=3)=[N:21][CH:20]=2)[CH:5]=[C:6]([NH:8][C:9]2[N:14]=[C:13]([C:15]([F:18])([F:17])[F:16])[CH:12]=[CH:11][N:10]=2)[CH:7]=1. The catalyst is C(O)C. The product is [CH3:1][C:2]1[CH:3]=[C:4]([C:19]2[S:23][C:22]([CH:24]3[CH2:29][CH2:28][CH:27]([C:30]([O:32][CH2:33][CH3:34])=[O:31])[CH2:26][CH2:25]3)=[N:21][CH:20]=2)[CH:5]=[C:6]([NH:8][C:9]2[N:14]=[C:13]([C:15]([F:18])([F:17])[F:16])[CH:12]=[CH:11][N:10]=2)[CH:7]=1. The yield is 0.490. (2) The reactants are [OH-].[Na+].[CH2:3]([O:10][C:11]1[CH:16]=[CH:15][N:14]([C:17]2[CH:25]=[C:24]3[C:20]([C:21]4[CH2:39][CH2:38][N:37]([CH3:40])[CH2:36][C:22]=4[N:23]3S(C3C=CC(C)=CC=3)(=O)=O)=[CH:19][CH:18]=2)[C:13](=[O:41])[CH:12]=1)[C:4]1[CH:9]=[CH:8][CH:7]=[CH:6][CH:5]=1.[ClH:42].CCOCC. The catalyst is C(Cl)Cl.CO. The product is [ClH:42].[CH2:3]([O:10][C:11]1[CH:16]=[CH:15][N:14]([C:17]2[CH:25]=[C:24]3[C:20]([C:21]4[CH2:39][CH2:38][N:37]([CH3:40])[CH2:36][C:22]=4[NH:23]3)=[CH:19][CH:18]=2)[C:13](=[O:41])[CH:12]=1)[C:4]1[CH:5]=[CH:6][CH:7]=[CH:8][CH:9]=1. The yield is 0.340.